From a dataset of Reaction yield outcomes from USPTO patents with 853,638 reactions. Predict the reaction yield, written as a fraction of the theoretical maximum amount of product (1.0 means a 100% yield; for example, 0.34 means a 34% yield). (1) The product is [Cl:31][C:17]1[CH:18]=[C:19]2[C:24](=[CH:25][C:16]=1[O:15][C:14]1[CH:32]=[CH:33][C:11]([C:9](=[O:10])[NH:8][C:6]3[CH:5]=[CH:4][CH:3]=[C:2]([C:38]4[CH:39]=[CH:40][C:35]([Cl:34])=[CH:36][CH:37]=4)[N:7]=3)=[CH:12][CH:13]=1)[O:23][CH2:22][CH2:21][CH:20]2[C:26]([O:28][CH2:29][CH3:30])=[O:27]. The yield is 0.940. The catalyst is C1(C)C=CC=CC=1.O.C1C=CC([P]([Pd]([P](C2C=CC=CC=2)(C2C=CC=CC=2)C2C=CC=CC=2)([P](C2C=CC=CC=2)(C2C=CC=CC=2)C2C=CC=CC=2)[P](C2C=CC=CC=2)(C2C=CC=CC=2)C2C=CC=CC=2)(C2C=CC=CC=2)C2C=CC=CC=2)=CC=1. The reactants are Br[C:2]1[N:7]=[C:6]([NH:8][C:9]([C:11]2[CH:33]=[CH:32][C:14]([O:15][C:16]3[CH:25]=[C:24]4[C:19]([CH:20]([C:26]([O:28][CH2:29][CH3:30])=[O:27])[CH2:21][CH2:22][O:23]4)=[CH:18][C:17]=3[Cl:31])=[CH:13][CH:12]=2)=[O:10])[CH:5]=[CH:4][CH:3]=1.[Cl:34][C:35]1[CH:40]=[CH:39][C:38](B(O)O)=[CH:37][CH:36]=1.C([O-])([O-])=O.[Na+].[Na+]. (2) The yield is 0.700. The product is [C:49]([O:48][C:46](=[O:47])[CH2:45][CH2:2][CH2:3][N:4]1[CH:8]=[C:7]([N:9]2[C:17]3[C:12](=[CH:13][CH:14]=[C:15]([Cl:19])[C:16]=3[F:18])[C:11]([S:20][C:21]3[C:22]([F:32])=[C:23]([CH:29]=[CH:30][CH:31]=3)[C:24]([O:26][CH2:27][CH3:28])=[O:25])=[C:10]2[CH:33]2[CH2:35][CH2:34]2)[CH:6]=[N:5]1)([CH3:52])([CH3:51])[CH3:50]. The catalyst is CN(C=O)C. The reactants are N[CH2:2][CH2:3][N:4]1[CH:8]=[C:7]([N:9]2[C:17]3[C:12](=[CH:13][CH:14]=[C:15]([Cl:19])[C:16]=3[F:18])[C:11]([S:20][C:21]3[C:22]([F:32])=[C:23]([CH:29]=[CH:30][CH:31]=3)[C:24]([O:26][CH2:27][CH3:28])=[O:25])=[C:10]2[CH:33]2[CH2:35][CH2:34]2)[CH:6]=[N:5]1.C([O-])([O-])=O.[Cs+].[Cs+].BrCC[CH2:45][C:46]([O:48][C:49]([CH3:52])([CH3:51])[CH3:50])=[O:47].